From a dataset of Peptide-MHC class II binding affinity with 134,281 pairs from IEDB. Regression. Given a peptide amino acid sequence and an MHC pseudo amino acid sequence, predict their binding affinity value. This is MHC class II binding data. (1) The peptide sequence is AFKVAATAANNAPAN. The MHC is HLA-DPA10103-DPB10301 with pseudo-sequence HLA-DPA10103-DPB10301. The binding affinity (normalized) is 0.812. (2) The peptide sequence is GVLAGLAFQEMENFL. The MHC is HLA-DQA10201-DQB10301 with pseudo-sequence HLA-DQA10201-DQB10301. The binding affinity (normalized) is 0.680. (3) The peptide sequence is WKSILTDPRVKIMRS. The MHC is DRB1_0301 with pseudo-sequence DRB1_0301. The binding affinity (normalized) is 0.525.